From a dataset of Full USPTO retrosynthesis dataset with 1.9M reactions from patents (1976-2016). Predict the reactants needed to synthesize the given product. (1) Given the product [F:51][C:50]([F:53])([F:52])[S:47]([O:18][C:15]1[CH:16]=[C:17]2[C:12]([O:11][C:10]3[CH:9]=[CH:8][C:7]([C:20]4[C:21]([F:26])=[N:22][CH:23]=[CH:24][CH:25]=4)=[CH:6][C:5]=3[C:4]32[C:27]2=[N:31][CH:30]=[CH:29][N:28]2[C:2]([NH2:1])=[N:3]3)=[C:13]([F:19])[CH:14]=1)(=[O:49])=[O:48], predict the reactants needed to synthesize it. The reactants are: [NH2:1][C:2]1[N:28]2[CH:29]=[CH:30][N:31]=[C:27]2[C:4]2([C:17]3[CH:16]=[C:15]([OH:18])[CH:14]=[C:13]([F:19])[C:12]=3[O:11][C:10]3[C:5]2=[CH:6][C:7]([C:20]2[C:21]([F:26])=[N:22][CH:23]=[CH:24][CH:25]=2)=[CH:8][CH:9]=3)[N:3]=1.C(N(CC)CC)C.ClC1C=CC(N([S:47]([C:50]([F:53])([F:52])[F:51])(=[O:49])=[O:48])[S:47]([C:50]([F:53])([F:52])[F:51])(=[O:49])=[O:48])=NC=1. (2) Given the product [CH:10]1[C:15]([CH2:16][N:17]2[CH2:18][CH2:19][NH:20]/[C:21]/2=[N:22]\[N+:23]([O-:25])=[O:24])=[CH:14][N:13]=[C:12]([Cl:26])[CH:11]=1.[CH:29]1[C:28]([C:49]([F:51])([F:50])[F:52])=[CH:27][C:32]([Cl:33])=[C:31]([N:34]2[N:38]=[C:37]([C:39]#[N:40])[C:36]([S+:41]([O-:46])[C:42]([F:45])([F:43])[F:44])=[C:35]2[NH2:47])[C:30]=1[Cl:48], predict the reactants needed to synthesize it. The reactants are: N1CCCC[C@H]1C(O)=O.[CH:10]1[C:15]([CH2:16][N:17]2[CH2:18][CH2:19][NH:20]/[C:21]/2=[N:22]\[N+:23]([O-:25])=[O:24])=[CH:14][N:13]=[C:12]([Cl:26])[CH:11]=1.[CH:27]1[C:28]([C:49]([F:52])([F:51])[F:50])=[CH:29][C:30]([Cl:48])=[C:31]([N:34]2[N:38]=[C:37]([C:39]#[N:40])[C:36]([S+:41]([O-:46])[C:42]([F:45])([F:44])[F:43])=[C:35]2[NH2:47])[C:32]=1[Cl:33]. (3) Given the product [Cl:19][C:13]1[C:14]2[C:9](=[CH:8][C:7]([C:20]([OH:22])=[O:21])=[C:16]([O:17][CH3:18])[CH:15]=2)[CH:10]=[CH:11][N:12]=1, predict the reactants needed to synthesize it. The reactants are: C([Li])CCC.Br[C:7]1[CH:8]=[C:9]2[C:14](=[CH:15][C:16]=1[O:17][CH3:18])[C:13]([Cl:19])=[N:12][CH:11]=[CH:10]2.[C:20](=[O:22])=[O:21].N. (4) Given the product [CH3:24][O:23][C:17]1[CH:16]=[C:15]([CH2:14][C:13]([N:10]2[CH2:11][CH2:12][C:8]([C:5]3[CH:4]=[CH:3][C:2]([NH:1][C:26](=[O:30])[CH:27]([CH3:29])[CH3:28])=[CH:7][CH:6]=3)=[N:9]2)=[O:25])[CH:20]=[CH:19][C:18]=1[O:21][CH3:22], predict the reactants needed to synthesize it. The reactants are: [NH2:1][C:2]1[CH:7]=[CH:6][C:5]([C:8]2[CH2:12][CH2:11][N:10]([C:13](=[O:25])[CH2:14][C:15]3[CH:20]=[CH:19][C:18]([O:21][CH3:22])=[C:17]([O:23][CH3:24])[CH:16]=3)[N:9]=2)=[CH:4][CH:3]=1.[C:26](Cl)(=[O:30])[CH:27]([CH3:29])[CH3:28]. (5) Given the product [F:26][C:27]([F:32])([F:31])[C:28]([OH:30])=[O:29].[Cl:1][C:2]1[C:11]2[C:6](=[C:7]([NH:12][CH:13]3[CH2:18][CH2:17][NH:16][CH2:15][CH2:14]3)[CH:8]=[CH:9][CH:10]=2)[CH:5]=[CH:4][N:3]=1, predict the reactants needed to synthesize it. The reactants are: [Cl:1][C:2]1[C:11]2[C:6](=[C:7]([NH:12][CH:13]3[CH2:18][CH2:17][N:16](C(OC(C)(C)C)=O)[CH2:15][CH2:14]3)[CH:8]=[CH:9][CH:10]=2)[CH:5]=[CH:4][N:3]=1.[F:26][C:27]([F:32])([F:31])[C:28]([OH:30])=[O:29]. (6) Given the product [F:26][CH2:25][CH2:24][N:8]([C@H:9]1[CH2:13][CH2:12][NH:11][CH2:10]1)[C:6](=[O:7])[O:5][C:1]([CH3:4])([CH3:2])[CH3:3], predict the reactants needed to synthesize it. The reactants are: [C:1]([O:5][C:6]([N:8]([CH2:24][CH2:25][F:26])[C@H:9]1[CH2:13][CH2:12][N:11](C(OCC2C=CC=CC=2)=O)[CH2:10]1)=[O:7])([CH3:4])([CH3:3])[CH3:2]. (7) Given the product [Br:13][C:14]1[CH:15]=[C:16]([CH:20]=[C:21]([CH3:23])[CH:22]=1)[C:17]([NH2:3])=[O:18], predict the reactants needed to synthesize it. The reactants are: C1N=C[N:3](C(N2C=NC=C2)=O)C=1.[Br:13][C:14]1[CH:15]=[C:16]([CH:20]=[C:21]([CH3:23])[CH:22]=1)[C:17](O)=[O:18].N.